From a dataset of Full USPTO retrosynthesis dataset with 1.9M reactions from patents (1976-2016). Predict the reactants needed to synthesize the given product. (1) Given the product [F:1][C:2]1[CH:3]=[C:4]([C@@H:9]2[CH2:13][N:12]([CH2:14][CH2:15][O:16][CH3:17])[CH2:11][C@H:10]2[NH:18][C:19]([NH:20][C:21]2[N:25]([C:26]3[CH:31]=[CH:30][CH:29]=[CH:28][CH:27]=3)[N:24]=[CH:23][C:22]=2[CH2:32][OH:33])=[O:37])[CH:5]=[CH:6][C:7]=1[F:8], predict the reactants needed to synthesize it. The reactants are: [F:1][C:2]1[CH:3]=[C:4]([C@@H:9]2[CH2:13][N:12]([CH2:14][CH2:15][O:16][CH3:17])[CH2:11][C@H:10]2[NH:18][C:19](=[O:37])[NH:20][C:21]2[N:25]([C:26]3[CH:31]=[CH:30][CH:29]=[CH:28][CH:27]=3)[N:24]=[CH:23][C:22]=2[C:32](OCC)=[O:33])[CH:5]=[CH:6][C:7]=1[F:8].[H-].[Al+3].[Li+].[H-].[H-].[H-]. (2) Given the product [OH:25][C:17]1[CH:16]=[C:15]([NH:14][S:2]([C:5]2[CH:6]=[C:7]([CH:11]=[CH:12][CH:13]=2)[C:8]([OH:10])=[O:9])(=[O:4])=[O:3])[CH:24]=[CH:23][C:18]=1[C:19]([O:21][CH3:22])=[O:20], predict the reactants needed to synthesize it. The reactants are: Cl[S:2]([C:5]1[CH:6]=[C:7]([CH:11]=[CH:12][CH:13]=1)[C:8]([OH:10])=[O:9])(=[O:4])=[O:3].[NH2:14][C:15]1[CH:16]=[C:17]([OH:25])[C:18](=[CH:23][CH:24]=1)[C:19]([O:21][CH3:22])=[O:20].